From a dataset of Retrosynthesis with 50K atom-mapped reactions and 10 reaction types from USPTO. Predict the reactants needed to synthesize the given product. (1) Given the product CC1(C)C(=O)N(C2CC3CCC2C3)N1Cc1ccccc1Cl, predict the reactants needed to synthesize it. The reactants are: CC1(C)NN(C2CC3CCC2C3)C1=O.Clc1ccccc1CBr. (2) Given the product C[Si](C)(C)CCOCn1ccnc1CO, predict the reactants needed to synthesize it. The reactants are: C[Si](C)(C)CCOCn1ccnc1C=O. (3) The reactants are: CON(C)C(=O)C1CCN(C(=O)OC(C)(C)C)CC1. Given the product CC(=O)C1CCN(C(=O)OC(C)(C)C)CC1, predict the reactants needed to synthesize it. (4) Given the product N#Cc1cccc(C=CC(=O)c2ccccc2)n1, predict the reactants needed to synthesize it. The reactants are: NC(=O)c1cccc(C=CC(=O)c2ccccc2)n1. (5) The reactants are: CN1CCN(C2CCN(C(=O)Nc3cc(Oc4ccc(NC(=O)C5(C(=O)OCc6ccccc6)CC5)c(F)c4)ccn3)CC2)CC1. Given the product CN1CCN(C2CCN(C(=O)Nc3cc(Oc4ccc(NC(=O)C5(C(=O)O)CC5)c(F)c4)ccn3)CC2)CC1, predict the reactants needed to synthesize it. (6) Given the product CN1CCC(NC(=O)OC(C)(C)C)CC1, predict the reactants needed to synthesize it. The reactants are: CC(C)(C)OC(=O)NC1CCNCC1.CI.